From a dataset of Full USPTO retrosynthesis dataset with 1.9M reactions from patents (1976-2016). Predict the reactants needed to synthesize the given product. (1) Given the product [C:1]1([CH2:13][CH2:14][NH2:15])[CH:2]=[N:3][N:4]2[CH:9]=[CH:8][C:7]3[O:10][CH2:11][CH2:12][C:6]=3[C:5]=12, predict the reactants needed to synthesize it. The reactants are: [C:1]1([CH2:13][C:14]#[N:15])[CH:2]=[N:3][N:4]2[CH:9]=[CH:8][C:7]3[O:10][CH2:11][CH2:12][C:6]=3[C:5]=12. (2) Given the product [CH3:15][C@@H:10]1[CH2:9][NH:8][CH2:13][C@@H:12]([CH3:14])[N:11]1[C:21]([O:20][C:16]([CH3:19])([CH3:18])[CH3:17])=[O:22], predict the reactants needed to synthesize it. The reactants are: C([N:8]1[CH2:13][C@@H:12]([CH3:14])[NH:11][C@H:10]([CH3:15])[CH2:9]1)C1C=CC=CC=1.[C:16]([O:20][C:21](O[C:21]([O:20][C:16]([CH3:19])([CH3:18])[CH3:17])=[O:22])=[O:22])([CH3:19])([CH3:18])[CH3:17]. (3) Given the product [CH2:27]([O:34][C:35]([CH3:52])([CH3:51])[CH2:36][O:37][C:38]1[C:43]([NH:44][C:11]([C:8]2[C:7]3[C:2](=[O:1])[NH:3][CH2:4][CH2:5][C:6]=3[O:10][CH:9]=2)=[O:13])=[CH:42][CH:41]=[C:40]([N:45]2[CH2:50][CH2:49][O:48][CH2:47][CH2:46]2)[N:39]=1)[C:28]1[CH:33]=[CH:32][CH:31]=[CH:30][CH:29]=1, predict the reactants needed to synthesize it. The reactants are: [O:1]=[C:2]1[C:7]2[C:8]([C:11]([OH:13])=O)=[CH:9][O:10][C:6]=2[CH2:5][CH2:4][NH:3]1.C(N(CC)CC)C.ClC(OCC)=O.[CH2:27]([O:34][C:35]([CH3:52])([CH3:51])[CH2:36][O:37][C:38]1[C:43]([NH2:44])=[CH:42][CH:41]=[C:40]([N:45]2[CH2:50][CH2:49][O:48][CH2:47][CH2:46]2)[N:39]=1)[C:28]1[CH:33]=[CH:32][CH:31]=[CH:30][CH:29]=1. (4) Given the product [NH2:3][C:4]1[C:9]([F:10])=[C:8]([C:11]2[CH:16]=[CH:15][C:14]([I:17])=[C:13]([F:18])[C:12]=2[F:19])[N:7]=[C:6]([C:20]([OH:22])=[O:21])[C:5]=1[Cl:24], predict the reactants needed to synthesize it. The reactants are: [OH-].[Na+].[NH2:3][C:4]1[C:9]([F:10])=[C:8]([C:11]2[CH:16]=[CH:15][C:14]([I:17])=[C:13]([F:18])[C:12]=2[F:19])[N:7]=[C:6]([C:20]([O:22]C)=[O:21])[C:5]=1[Cl:24].Cl. (5) The reactants are: [F:1][C:2]1[CH:19]=[CH:18][C:5]([CH2:6][N:7]2[CH2:12][CH2:11][N:10]([C:13]([NH:15][CH3:16])=[O:14])[CH2:9][C:8]2=[O:17])=[CH:4][CH:3]=1.C[Si]([N-][Si](C)(C)C)(C)C.[Li+].[C:30]([O:37]CC)(=O)[C:31]([O:33]CC)=O. Given the product [F:1][C:2]1[CH:3]=[CH:4][C:5]([CH2:6][N:7]2[CH2:12][CH2:11][N:10]3[C:13](=[O:14])[N:15]([CH3:16])[C:31](=[O:33])[C:30]([OH:37])=[C:9]3[C:8]2=[O:17])=[CH:18][CH:19]=1, predict the reactants needed to synthesize it. (6) Given the product [CH3:1][CH:2]([N:4]1[C:8]2[N:9]=[C:10]([C:16]3[CH:21]=[CH:20][N:19]=[CH:18][CH:17]=3)[CH:11]=[C:12]([C:13]([NH:22][CH2:23][C:24]3[C:25](=[O:34])[NH:26][C:27]([CH3:33])=[CH:28][C:29]=3[CH2:30][CH2:31][CH3:32])=[O:14])[C:7]=2[CH:6]=[N:5]1)[CH3:3], predict the reactants needed to synthesize it. The reactants are: [CH3:1][CH:2]([N:4]1[C:8]2[N:9]=[C:10]([C:16]3[CH:21]=[CH:20][N:19]=[CH:18][CH:17]=3)[CH:11]=[C:12]([C:13](O)=[O:14])[C:7]=2[CH:6]=[N:5]1)[CH3:3].[NH2:22][CH2:23][C:24]1[C:25](=[O:34])[NH:26][C:27]([CH3:33])=[CH:28][C:29]=1[CH2:30][CH2:31][CH3:32].C(Cl)CCl.C1C=NC2N(O)N=NC=2C=1.CN1CCOCC1. (7) Given the product [OH:8][C:5]1[CH:6]=[CH:7][C:2]([NH:1][C:16]([CH3:20])([CH3:15])[C:17]#[N:18])=[CH:3][CH:4]=1, predict the reactants needed to synthesize it. The reactants are: [NH2:1][C:2]1[CH:7]=[CH:6][C:5]([OH:8])=[CH:4][CH:3]=1.[O-]S([O-])(=O)=O.[Mg+2].[CH3:15][C:16]([CH3:20])(O)[C:17]#[N:18]. (8) Given the product [N:1]1([C:7]2[CH:12]=[CH:11][C:10]([C:13](=[O:16])[CH2:14][CH3:15])=[CH:9][CH:8]=2)[CH:5]=[CH:4][CH:3]=[CH:2]1, predict the reactants needed to synthesize it. The reactants are: [NH:1]1[CH:5]=[CH:4][CH:3]=[CH:2]1.Br[C:7]1[CH:12]=[CH:11][C:10]([C:13](=[O:16])[CH2:14][CH3:15])=[CH:9][CH:8]=1.P([O-])([O-])([O-])=O.[K+].[K+].[K+].C(OCC)(=O)C. (9) Given the product [Si:1]([O:8][C@H:9]1[CH2:18][C:17]2([CH2:21][CH2:20][CH2:19]2)[CH2:16][C:15]2[N:14]=[C:13]([CH:22]([CH3:23])[CH3:24])[C:12]([C@H:25]([C:34]3[CH:35]=[CH:36][C:31]([CH:28]([CH3:30])[CH3:29])=[CH:32][CH:33]=3)[OH:26])=[C:11]([I:27])[C:10]1=2)([C:4]([CH3:5])([CH3:6])[CH3:7])([CH3:3])[CH3:2], predict the reactants needed to synthesize it. The reactants are: [Si:1]([O:8][C@H:9]1[CH2:18][C:17]2([CH2:21][CH2:20][CH2:19]2)[CH2:16][C:15]2[N:14]=[C:13]([CH:22]([CH3:24])[CH3:23])[C:12]([CH:25]=[O:26])=[C:11]([I:27])[C:10]1=2)([C:4]([CH3:7])([CH3:6])[CH3:5])([CH3:3])[CH3:2].[CH:28]([C:31]1[CH:36]=[CH:35][C:34]([Mg]Br)=[CH:33][CH:32]=1)([CH3:30])[CH3:29]. (10) Given the product [CH3:59][C:60]1[CH:61]=[CH:62][C:63]([S:66]([O:69][CH2:70][CH:71]([OH:90])[CH2:72][C:73]2[CH:78]=[C:77]([Cl:79])[CH:76]=[C:75]([O:80][CH3:81])[C:74]=2[OH:82])(=[O:68])=[O:67])=[CH:64][CH:65]=1, predict the reactants needed to synthesize it. The reactants are: C(OC1C(OC)=CC(Cl)=CC=1CC(O)CO)C1C=CC=CC=1.C1(C)C=CC(S(Cl)(=O)=O)=CC=1.CC1C=CC(S(OCC2OC3C4CCCC=4C(C)=CC=3C2)(=O)=O)=CC=1.[CH3:59][C:60]1[CH:65]=[CH:64][C:63]([S:66]([O:69][CH2:70][CH:71]([OH:90])[CH2:72][C:73]2[CH:78]=[C:77]([Cl:79])[CH:76]=[C:75]([O:80][CH3:81])[C:74]=2[O:82]CC2C=CC=CC=2)(=[O:68])=[O:67])=[CH:62][CH:61]=1.S(C1C=CC(C)=CC=1)([O-])(=O)=O.Cl.[Si](OCC(O)CC1C=CC2CCCC=2C=1O)(C(C)(C)C)(C)C.